From a dataset of Catalyst prediction with 721,799 reactions and 888 catalyst types from USPTO. Predict which catalyst facilitates the given reaction. (1) Reactant: COC([N:5]1[C:13]2[C:8](=[C:9]([NH:14][C:15]([NH:17][CH:18]3[C:27]4[C:22](=[CH:23][C:24]([C:28]([CH3:31])([CH3:30])[CH3:29])=[CH:25][CH:26]=4)[O:21][CH2:20][CH2:19]3)=[O:16])[CH:10]=[CH:11][CH:12]=2)[CH:7]=[N:6]1)=O.[OH-].[Na+]. Product: [C:28]([C:24]1[CH:23]=[C:22]2[C:27]([CH:18]([NH:17][C:15]([NH:14][C:9]3[CH:10]=[CH:11][CH:12]=[C:13]4[C:8]=3[CH:7]=[N:6][NH:5]4)=[O:16])[CH2:19][CH2:20][O:21]2)=[CH:26][CH:25]=1)([CH3:31])([CH3:29])[CH3:30]. The catalyst class is: 364. (2) Reactant: P(Br)(Br)([Br:3])=O.[CH2:6]([O:10][C:11]([C:13]1[N:14]=[C:15](O)[C:16]2[C:21]([C:22]=1[OH:23])=[CH:20][CH:19]=[C:18]([S:24][C:25]1[CH:30]=[CH:29][CH:28]=[CH:27][CH:26]=1)[CH:17]=2)=[O:12])[CH2:7][CH2:8][CH3:9].C(=O)(O)[O-].[Na+].O. Product: [CH2:6]([O:10][C:11]([C:13]1[N:14]=[C:15]([Br:3])[C:16]2[C:21]([C:22]=1[OH:23])=[CH:20][CH:19]=[C:18]([S:24][C:25]1[CH:30]=[CH:29][CH:28]=[CH:27][CH:26]=1)[CH:17]=2)=[O:12])[CH2:7][CH2:8][CH3:9]. The catalyst class is: 10. (3) Reactant: [CH2:1]([O:8][C:9]([NH:11][C@H:12]1[CH2:17][CH2:16][N:15]([C:18]2[CH:19]=[C:20]([CH:24]=[CH:25][CH:26]=2)[C:21]([OH:23])=[O:22])[CH2:14][C@H:13]1[O:27][CH3:28])=[O:10])[C:2]1[CH:7]=[CH:6][CH:5]=[CH:4][CH:3]=1.[C:29](OC(O[C:29]([CH3:32])([CH3:31])[CH3:30])N(C)C)([CH3:32])([CH3:31])[CH3:30].C(OCC)(=O)C. The catalyst class is: 182. Product: [CH2:1]([O:8][C:9]([NH:11][C@H:12]1[CH2:17][CH2:16][N:15]([C:18]2[CH:19]=[C:20]([CH:24]=[CH:25][CH:26]=2)[C:21]([O:23][C:29]([CH3:32])([CH3:31])[CH3:30])=[O:22])[CH2:14][C@H:13]1[O:27][CH3:28])=[O:10])[C:2]1[CH:7]=[CH:6][CH:5]=[CH:4][CH:3]=1. (4) Reactant: [CH:1]1([NH:4][C:5](=[O:16])[CH2:6][C:7]2[CH:12]=[CH:11][CH:10]=[C:9]([N+:13]([O-])=O)[CH:8]=2)[CH2:3][CH2:2]1.C([SiH](CC)CC)C. Product: [NH2:13][C:9]1[CH:8]=[C:7]([CH2:6][C:5]([NH:4][CH:1]2[CH2:3][CH2:2]2)=[O:16])[CH:12]=[CH:11][CH:10]=1. The catalyst class is: 19. (5) The catalyst class is: 886. Reactant: [CH3:1][O:2][C:3]1[CH:4]=[C:5]2[C:9](=[CH:10][C:11]=1[O:12][CH3:13])[C:8](=[O:14])[C:7](=[CH:15][C:16]1[CH:21]=[CH:20][N:19]=[CH:18][CH:17]=1)[CH2:6]2.Cl(O)(=O)(=O)=O. Product: [CH3:1][O:2][C:3]1[CH:4]=[C:5]2[C:9](=[CH:10][C:11]=1[O:12][CH3:13])[C:8](=[O:14])[CH:7]([CH2:15][C:16]1[CH:21]=[CH:20][N:19]=[CH:18][CH:17]=1)[CH2:6]2. (6) Reactant: [CH3:1][C@@:2]12[C:18](=[O:19])[CH2:17][CH2:16][C@H:15]1[C@H:14]1[C@@H:5]([C:6]3[CH:7]=[CH:8][C:9]([OH:20])=[CH:10][C:11]=3[CH2:12][CH2:13]1)[CH2:4][CH2:3]2.N1C=CN=C1.[Si:26](Cl)([C:29]([CH3:32])([CH3:31])[CH3:30])([CH3:28])[CH3:27].O. Product: [O:20]([C:9]1[CH:8]=[CH:7][C:6]2[C@@H:5]3[C@H:14]([C@H:15]4[C@@:2]([CH2:3][CH2:4]3)([CH3:1])[C:18](=[O:19])[CH2:17][CH2:16]4)[CH2:13][CH2:12][C:11]=2[CH:10]=1)[Si:26]([C:29]([CH3:32])([CH3:31])[CH3:30])([CH3:28])[CH3:27]. The catalyst class is: 4. (7) Reactant: C(OC([N:8]([CH:18]1[CH2:27][CH2:26][C:25]2[C:20](=[CH:21][C:22]([O:30][CH3:31])=[C:23]([C:28]#[N:29])[CH:24]=2)[CH2:19]1)[CH2:9][CH2:10][NH:11][CH2:12][C:13](OCC)=[O:14])=O)(C)(C)C.Cl.CCN(C(C)C)C(C)C. Product: [CH3:31][O:30][C:22]1[C:23]([C:28]#[N:29])=[CH:24][C:25]2[CH2:26][CH2:27][CH:18]([N:8]3[CH2:9][CH2:10][NH:11][CH2:12][C:13]3=[O:14])[CH2:19][C:20]=2[CH:21]=1. The catalyst class is: 12.